From a dataset of Full USPTO retrosynthesis dataset with 1.9M reactions from patents (1976-2016). Predict the reactants needed to synthesize the given product. (1) Given the product [Cl:14][C:5]1[N:6]=[C:7]([CH3:8])[C:2]([CH3:1])=[N:3][CH:4]=1, predict the reactants needed to synthesize it. The reactants are: [CH3:1][C:2]1[C:7]([CH3:8])=[N:6][CH:5]=[CH:4][N+:3]=1[O-].[OH-].[K+].O=P(Cl)(Cl)[Cl:14]. (2) Given the product [F:1][C:2]1[CH:30]=[CH:29][C:5]2[N:6]=[C:7]([NH:9][C@H:10]3[CH2:14][CH2:13][CH2:12][C@@H:11]3[NH:15][C:16](=[O:28])[C:17]3[CH:22]=[CH:21][CH:20]=[CH:19][C:18]=3[C:35]3[O:34][N:33]=[C:32]([CH3:31])[N:36]=3)[S:8][C:4]=2[CH:3]=1, predict the reactants needed to synthesize it. The reactants are: [F:1][C:2]1[CH:30]=[CH:29][C:5]2[N:6]=[C:7]([NH:9][C@H:10]3[CH2:14][CH2:13][CH2:12][C@@H:11]3[NH:15][C:16](=[O:28])[C:17]3[CH:22]=[CH:21][CH:20]=[CH:19][C:18]=3N3C=CC=N3)[S:8][C:4]=2[CH:3]=1.[CH3:31][C:32]1[N:36]=[C:35](C2C=CC=CC=2C(O)=O)[O:34][N:33]=1.Cl.FC1C=CC2N=C(N[C@H]3CCC[C@@H]3N)SC=2C=1. (3) Given the product [Cl:44][C:45]1[CH:46]=[C:47]([C@H:55]([NH:58][C:18]([C:11]2[CH:10]=[C:9]([C:7]([N:3]3[CH2:4][CH2:5][CH2:6][C@@H:2]3[CH3:1])=[O:8])[N:17]3[CH2:16][CH2:15][O:14][CH2:13][C:12]=23)=[O:20])[CH2:56][CH3:57])[CH:48]=[CH:49][C:50]=1[C:51]([F:53])([F:54])[F:52], predict the reactants needed to synthesize it. The reactants are: [CH3:1][C@H:2]1[CH2:6][CH2:5][CH2:4][N:3]1[C:7]([C:9]1[N:17]2[C:12]([CH2:13][O:14][CH2:15][CH2:16]2)=[C:11]([C:18]([OH:20])=O)[CH:10]=1)=[O:8].ON1C2C=CC=CC=2N=N1.Cl.C(N=C=NCCCN(C)C)C.Cl.[Cl:44][C:45]1[CH:46]=[C:47]([C@H:55]([NH2:58])[CH2:56][CH3:57])[CH:48]=[CH:49][C:50]=1[C:51]([F:54])([F:53])[F:52].C(N(CC)CC)C. (4) The reactants are: [C:1](Cl)(=[O:8])[C:2]1[CH:7]=[CH:6][CH:5]=[CH:4][CH:3]=1.[Cl-].[Al+3].[Cl-].[Cl-].[CH3:14][C:15]1[O:16][CH:17]=[CH:18][C:19]=1[CH3:20].Cl. Given the product [CH3:20][C:19]1[CH:18]=[C:17]([C:1]([C:2]2[CH:7]=[CH:6][CH:5]=[CH:4][CH:3]=2)=[O:8])[O:16][C:15]=1[CH3:14], predict the reactants needed to synthesize it. (5) Given the product [C:21]([O:24][CH:9]([CH3:15])[CH2:10][O:12][CH3:13])(=[O:17])[CH3:22], predict the reactants needed to synthesize it. The reactants are: [CH3:13][O:12][C:10](=O)[C:9](N=N[C:9]([CH3:15])(C)[C:10]([O:12][CH3:13])=O)(C)[CH3:15].[OH2:17].CO.C[C:21](=[O:24])[CH2:22]C. (6) Given the product [I:1][C:2]1[CH:10]=[CH:9][C:5]([C:6]([N:11]2[CH2:16][CH2:15][CH2:14][CH2:13][CH2:12]2)=[O:7])=[CH:4][CH:3]=1, predict the reactants needed to synthesize it. The reactants are: [I:1][C:2]1[CH:10]=[CH:9][C:5]([C:6](Cl)=[O:7])=[CH:4][CH:3]=1.[NH:11]1[CH2:16][CH2:15][CH2:14][CH2:13][CH2:12]1. (7) Given the product [CH2:7]([C:14]1[CH:19]=[CH:18][CH:17]=[CH:16][C:15]=1[C:20]1[N:21]=[N:22][C:23]([C:26]2[CH:27]=[C:28]([CH3:32])[CH:29]=[CH:30][CH:31]=2)=[N:24][N:25]=1)[C:8]1[CH:9]=[CH:10][CH:11]=[CH:12][CH:13]=1, predict the reactants needed to synthesize it. The reactants are: N([O-])=O.[Na+].O.Cl.[CH2:7]([C:14]1[CH:19]=[CH:18][CH:17]=[CH:16][C:15]=1[C:20]1[NH:21][NH:22][C:23]([C:26]2[CH:27]=[C:28]([CH3:32])[CH:29]=[CH:30][CH:31]=2)=[N:24][N:25]=1)[C:8]1[CH:13]=[CH:12][CH:11]=[CH:10][CH:9]=1. (8) Given the product [F:1][C:2]1[CH:7]=[CH:6][C:5]([CH2:8][C:9]2[CH:18]=[C:17]3[C:12]([C:13]([OH:28])=[C:14]([C:24]([NH:26][CH3:27])=[O:25])[C:15](=[O:23])[N:16]3[CH2:19][C:20]([NH:31][O:29][CH3:30])=[O:22])=[N:11][CH:10]=2)=[CH:4][CH:3]=1, predict the reactants needed to synthesize it. The reactants are: [F:1][C:2]1[CH:7]=[CH:6][C:5]([CH2:8][C:9]2[CH:18]=[C:17]3[C:12]([C:13]([OH:28])=[C:14]([C:24]([NH:26][CH3:27])=[O:25])[C:15](=[O:23])[N:16]3[CH2:19][C:20]([OH:22])=O)=[N:11][CH:10]=2)=[CH:4][CH:3]=1.[O:29]([NH2:31])[CH3:30]. (9) Given the product [NH2:24][C:17]1[C:18]2[C:23](=[CH:22][CH:21]=[CH:20][CH:19]=2)[C:14]([O:13][CH:10]2[CH2:11][CH2:12][N:7]([C:5]([C:2]3([CH3:1])[CH2:4][CH2:3]3)=[O:6])[CH2:8][CH2:9]2)=[N:15][CH:16]=1, predict the reactants needed to synthesize it. The reactants are: [CH3:1][C:2]1([C:5]([N:7]2[CH2:12][CH2:11][CH:10]([O:13][C:14]3[C:23]4[C:18](=[CH:19][CH:20]=[CH:21][CH:22]=4)[C:17]([N+:24]([O-])=O)=[CH:16][N:15]=3)[CH2:9][CH2:8]2)=[O:6])[CH2:4][CH2:3]1.C1COCC1.[H][H]. (10) Given the product [Si:8]([O:7][CH2:6][CH:5]([F:25])[CH2:4][OH:3])([C:21]([CH3:24])([CH3:22])[CH3:23])([C:15]1[CH:20]=[CH:19][CH:18]=[CH:17][CH:16]=1)[C:9]1[CH:10]=[CH:11][CH:12]=[CH:13][CH:14]=1, predict the reactants needed to synthesize it. The reactants are: C([O:3][C:4](=O)[CH:5]([F:25])[CH2:6][O:7][Si:8]([C:21]([CH3:24])([CH3:23])[CH3:22])([C:15]1[CH:20]=[CH:19][CH:18]=[CH:17][CH:16]=1)[C:9]1[CH:14]=[CH:13][CH:12]=[CH:11][CH:10]=1)C.[BH4-].[Li+].[OH-].[Na+].